From a dataset of Microsomal clearance measurements from AstraZeneca. Regression/Classification. Given a drug SMILES string, predict its absorption, distribution, metabolism, or excretion properties. Task type varies by dataset: regression for continuous measurements (e.g., permeability, clearance, half-life) or binary classification for categorical outcomes (e.g., BBB penetration, CYP inhibition). For this dataset (clearance_microsome_az), we predict log10(clearance) (log10 of the in vitro intrinsic clearance, CLint, in uL/min per mg of human liver microsomal protein, equivalently mL/min/g; values are censored to the assay range of 3 to 150, which is 0.477 to 2.18 on this log10 scale). (1) The molecule is Cc1ccc(NC(=O)c2cscn2)cc1-n1cnc2ccc(N3CCN(C)CC3)cc2c1=O. The log10(clearance) is 0.480. (2) The drug is CC(C)Cn1c(=O)n(C)c(=O)c2c(SCCCO)c(Cc3cccc4ccccc34)sc21. The log10(clearance) is 1.52. (3) The molecule is CNCC[C@@H](Oc1cc(OC)ccc1C#N)c1ccccc1. The log10(clearance) is 1.41. (4) The drug is O=C(O)CCc1ccc(OCc2cccc(Br)c2)cc1. The log10(clearance) is 0.480. (5) The log10(clearance) is 1.04. The drug is CCC[C@H]1CN(Cc2cc(Cl)ccc2OCC(=O)O)CCN1S(=O)(=O)c1ccccc1. (6) The molecule is COc1cc(C(=O)OCCCCNC(=N)N)cc(OC)c1O. The log10(clearance) is 0.480. (7) The drug is CC1(C)[C@@H]2CC[C@@]1(CS(=O)(=O)N1CCN(c3ccc(C(F)(F)F)cn3)CC1)C(=O)C2. The log10(clearance) is 1.71. (8) The compound is O=C(O)[C@H](Cc1ccccc1F)N1CCC(CN2CCC(Oc3ccc(Cl)c(Cl)c3)CC2)CC1. The log10(clearance) is 0.600.